From a dataset of Forward reaction prediction with 1.9M reactions from USPTO patents (1976-2016). Predict the product of the given reaction. (1) Given the reactants Br[C:2]1[C:3]([Cl:9])=[CH:4][C:5]([Cl:8])=[N:6][CH:7]=1.C([Mg]Cl)(C)C.[O:15]1[CH2:18][C:17](=[O:19])[CH2:16]1, predict the reaction product. The product is: [Cl:9][C:3]1[CH:4]=[C:5]([Cl:8])[N:6]=[CH:7][C:2]=1[C:17]1([OH:19])[CH2:18][O:15][CH2:16]1. (2) Given the reactants C(P(C(C)(C)C)C1C=CC=CC=1C1C=CC=CC=1)(C)(C)C.CC(C)([O-])C.[Na+].Br[C:29]1[CH:35]=[C:34]([N+:36]([O-:38])=[O:37])[C:32]([NH2:33])=[C:31]([CH3:39])[CH:30]=1.[NH:40]1[CH2:45][CH2:44][O:43][CH2:42][CH2:41]1, predict the reaction product. The product is: [CH3:39][C:31]1[CH:30]=[C:29]([N:40]2[CH2:45][CH2:44][O:43][CH2:42][CH2:41]2)[CH:35]=[C:34]([N+:36]([O-:38])=[O:37])[C:32]=1[NH2:33]. (3) Given the reactants Cl[C:2]1[N:7]=[CH:6][C:5]([C:8](=[O:10])[CH3:9])=[CH:4][CH:3]=1.[CH2:11]([Zn]CC)[CH3:12].CCCCCC.CN(CCO)C, predict the reaction product. The product is: [CH2:11]([C:2]1[N:7]=[CH:6][C:5]([C:8](=[O:10])[CH3:9])=[CH:4][CH:3]=1)[CH3:12].